Dataset: Catalyst prediction with 721,799 reactions and 888 catalyst types from USPTO. Task: Predict which catalyst facilitates the given reaction. (1) Reactant: C1CCC(N=C=NC2CCCCC2)CC1.[OH:16][N:17]1[C:21](=[O:22])[CH2:20][CH2:19][C:18]1=[O:23].[CH2:24]([C:52]([OH:54])=[O:53])[CH2:25][CH2:26][CH2:27][CH2:28][CH2:29][CH2:30][CH2:31][CH2:32][CH2:33][C:34]([C:49](O)=[O:50])([C:46]([OH:48])=[O:47])[CH2:35][CH2:36][CH2:37][CH2:38][CH2:39][CH2:40][CH2:41][CH2:42][CH2:43][CH:44]=[CH2:45]. Product: [O:23]=[C:18]1[CH2:19][CH2:20][C:21](=[O:22])[N:17]1[O:16][C:49]([C:34]([CH2:35][CH2:36][CH2:37][CH2:38][CH2:39][CH2:40][CH2:41][CH2:42][CH2:43][CH:44]=[CH2:45])([CH2:33][CH2:32][CH2:31][CH2:30][CH2:29][CH2:28][CH2:27][CH2:26][CH2:25][CH2:24][C:52]([OH:54])=[O:53])[C:46]([OH:48])=[O:47])=[O:50]. The catalyst class is: 168. (2) Reactant: [CH:1]1([C:4]([C:6]2[C:7](Cl)=[N:8][CH:9]=[N:10][C:11]=2[Cl:12])=O)[CH2:3][CH2:2]1.[NH2:14][NH2:15]. Product: [Cl:12][C:11]1[N:10]=[CH:9][N:8]=[C:7]2[NH:14][N:15]=[C:4]([CH:1]3[CH2:3][CH2:2]3)[C:6]=12. The catalyst class is: 1. (3) Product: [Si:10]([O:17][CH2:18][CH:19]([C:20]1([NH2:21])[CH2:2][CH2:1]1)[C:22]1[CH:23]=[CH:24][C:25]([Cl:28])=[CH:26][CH:27]=1)([C:13]([CH3:15])([CH3:16])[CH3:14])([CH3:12])[CH3:11]. The catalyst class is: 876. Reactant: [CH3:1][CH2:2][Mg+].[Br-].C1COCC1.[Si:10]([O:17][CH2:18][CH:19]([C:22]1[CH:27]=[CH:26][C:25]([Cl:28])=[CH:24][CH:23]=1)[C:20]#[N:21])([C:13]([CH3:16])([CH3:15])[CH3:14])([CH3:12])[CH3:11].[OH-].[Na+].